From a dataset of Catalyst prediction with 721,799 reactions and 888 catalyst types from USPTO. Predict which catalyst facilitates the given reaction. (1) Reactant: S(=O)(=O)(O)O.[Cl:6][C:7]1[CH:12]=[C:11]([C:13]([OH:15])=[O:14])[CH:10]=[CH:9][N:8]=1.[CH2:16](O)[CH3:17]. Product: [Cl:6][C:7]1[CH:12]=[C:11]([C:13]([O:15][CH2:16][CH3:17])=[O:14])[CH:10]=[CH:9][N:8]=1. The catalyst class is: 6. (2) Reactant: [CH3:1][CH:2]([CH3:18])[CH2:3][N:4]1[C:16]2[C:15]3[N:14]=[CH:13][CH:12]=[CH:11][C:10]=3[N:9]=[C:8]([NH2:17])[C:7]=2[N:6]=[CH:5]1.[CH2:19]([S:21]([OH:24])(=[O:23])=[O:22])[CH3:20]. Product: [OH2:22].[CH2:19]([S:21]([OH:24])(=[O:23])=[O:22])[CH3:20].[CH3:1][CH:2]([CH3:18])[CH2:3][N:4]1[C:16]2[C:15]3[N:14]=[CH:13][CH:12]=[CH:11][C:10]=3[N:9]=[C:8]([NH2:17])[C:7]=2[N:6]=[CH:5]1. The catalyst class is: 237. (3) Reactant: Cl[CH2:2][C:3]1[N:4]=[C:5]([C:8]2[CH:9]=[C:10]([C:14]3[CH2:20][C:19](=[O:21])[NH:18][C:17]4[CH:22]=[C:23]([N:26]5[CH:30]=[CH:29][CH:28]=[CH:27]5)[CH:24]=[CH:25][C:16]=4[N:15]=3)[CH:11]=[CH:12][CH:13]=2)[O:6][CH:7]=1.[CH3:31][NH:32][CH3:33].O. Product: [CH3:31][N:32]([CH2:2][C:3]1[N:4]=[C:5]([C:8]2[CH:9]=[C:10]([C:14]3[CH2:20][C:19](=[O:21])[NH:18][C:17]4[CH:22]=[C:23]([N:26]5[CH:30]=[CH:29][CH:28]=[CH:27]5)[CH:24]=[CH:25][C:16]=4[N:15]=3)[CH:11]=[CH:12][CH:13]=2)[O:6][CH:7]=1)[CH3:33]. The catalyst class is: 14. (4) Reactant: [OH:1][C:2]1[CH:10]=[CH:9][C:8]2[N:7]3[CH2:11][CH2:12][C:13](=[CH:14][C:15]([O:17][C:18]([CH3:21])([CH3:20])[CH3:19])=[O:16])[C:6]3=[CH:5][C:4]=2[CH:3]=1.[H][H]. Product: [OH:1][C:2]1[CH:10]=[CH:9][C:8]2[N:7]3[CH2:11][CH2:12][CH:13]([CH2:14][C:15]([O:17][C:18]([CH3:21])([CH3:20])[CH3:19])=[O:16])[C:6]3=[CH:5][C:4]=2[CH:3]=1. The catalyst class is: 78.